Task: Regression. Given two drug SMILES strings and cell line genomic features, predict the synergy score measuring deviation from expected non-interaction effect.. Dataset: NCI-60 drug combinations with 297,098 pairs across 59 cell lines (1) Drug 1: CN(C)C1=NC(=NC(=N1)N(C)C)N(C)C. Drug 2: CCN(CC)CCCC(C)NC1=C2C=C(C=CC2=NC3=C1C=CC(=C3)Cl)OC. Cell line: SR. Synergy scores: CSS=65.1, Synergy_ZIP=-0.313, Synergy_Bliss=-3.76, Synergy_Loewe=-1.62, Synergy_HSA=-1.89. (2) Drug 1: CN(C)N=NC1=C(NC=N1)C(=O)N. Drug 2: CC12CCC3C(C1CCC2O)C(CC4=C3C=CC(=C4)O)CCCCCCCCCS(=O)CCCC(C(F)(F)F)(F)F. Cell line: CAKI-1. Synergy scores: CSS=4.08, Synergy_ZIP=-4.76, Synergy_Bliss=-7.65, Synergy_Loewe=-4.52, Synergy_HSA=-4.38.